Dataset: Experimentally validated miRNA-target interactions with 360,000+ pairs, plus equal number of negative samples. Task: Binary Classification. Given a miRNA mature sequence and a target amino acid sequence, predict their likelihood of interaction. (1) Result: 0 (no interaction). The protein sequence of the target gene is MAATLLRAKPKVTVSFEDVSVYFTKTEWRLLDLKQRTLYKQVMLENYSHLVSVGFAFSKPNLVSQLERGEKPWIRDDGMESAARSCAGNRIKTKTLTSKPKLFGRGLLRNTSRSSLQRRPHDFRPNPIVRYQHSRIADKRYLCQQCGKSFSRSFNLIKHRIIHSREKPYECSECGKQFQRSLALLEHQRIHSGDKPYECGECGKTFTRSSNLVKHQVIHSSEMPFVCRMCGKVFRRSFALLEHTRIHSGERPFECTECGKAFSRSSNLIEHQRIHSGQKPYICKECGKAFKGVSQLIHHQ.... The miRNA is mmu-miR-3084-3p with sequence UUCUGCCAGUCUCCUUCAGAC. (2) The miRNA is hsa-miR-5699-3p with sequence UCCUGUCUUUCCUUGUUGGAGC. The protein sequence of the target gene is MVSTSIPEVKALRSSVSDYGNYDIIVRHYNYTGKLNIGAEKDHGIKLTSVVFILICCFIILENIFVLLTIWKTKKFHRPMYYFIGNLALSDLLAGVAYTANLLLSGATTYKLTPAQWFLREGSMFVALSASVFSLLAIAIERYITMLKMKLHNGSNSSRSFLLISACWVISLILGGLPIMGWNCISSLSSCSTVLPLYHKHYILFCTTVFTLLLLSIVILYCRIYSLVRTRSRRLTFRKNISKASRSSEKSLALLKTVIIVLSVFIACWAPLFILLLLDVGCKAKTCDILYKAEYFLVLA.... Result: 0 (no interaction). (3) The miRNA is hsa-miR-6861-5p with sequence ACUGGGUAGGUGGGGCUCCAGG. The protein sequence of the target gene is MTEPGASPEDPWVKASPVGAHAGEGRAGRARARRGAGRRGASLLSPKSPTLSVPRGCREDSSHPACAKVEYAYSDNSLDPGLFVESTRKGSVVSRANSIGSTSASSVPNTDDEDSDYHQEAYKESYKDRRRRAHTQAEQKRRDAIKRGYDDLQTIVPTCQQQDFSIGSQKLSKAIVLQKTIDYIQFLHKEKKKQEEEVSTLRKDVTALKIMKVNYEQIVKAHQDNPHEGEDQVSDQVKFNVFQGIMDSLFQSFNASISVASFQELSACVFSWIEEHCKPQTLREIVIGVLHQLKNQLY. Result: 1 (interaction). (4) The miRNA is hsa-miR-6768-3p with sequence CAAAGGCCACAUUCUCCUGUGCAC. The protein sequence of the target gene is MSDEREVAEAATGEDASSPPPKTEAASDPQHPAASEGAAAAAASPPLLRCLVLTGFGGYDKVKLQSRPAAPPAPGPGQLTLRLRACGLNFADLMARQGLYDRLPPLPVTPGMEGAGVVIAVGEGVSDRKAGDRVMVLNRSGMWQEEVTVPSVQTFLIPEAMTFEEAAALLVNYITAYMVLFDFGNLQPGHSVLVHMAAGGVGMAAVQLCRTVENVTVFGTASASKHEALKENGVTHPIDYHTTDYVDEIKKISPKGVDIVMDPLGGSDTAKGYNLLKPMGKVVTYGMANLLTGPKRNLMA.... Result: 0 (no interaction). (5) Result: 1 (interaction). The protein sequence of the target gene is MAASFPEGVPETEDGKRPQFGHRFLSDPARVFHHNAWDNVKWSEEQAAAAERKVQENSSPLVCPEKQVDYEVNAHKYWDDFYRIHENGFFKDRHWLFTEFPELAPSHSHLTGVPLEKQRSDVCEDGPGLTAEQHKCSCASPGCETQVPPLEEPVTQKLGHLEISGEEFPGSSATYRILEVGCGVGNTVFPILQTNNNPNLFVYCCDFSATAIELLKTNSQYDPSRCYAFVHDLCDEDQSYPVPEDSLDVIVLIFVLSAIVPDKMQKAISKLSRLLKPGGVMLLRDYGRYDMAQLRFKKGQ.... The miRNA is mmu-miR-3110-5p with sequence UUCUGCCUCCCCUGAAGGCUC. (6) The miRNA is hsa-miR-4516 with sequence GGGAGAAGGGUCGGGGC. The protein sequence of the target gene is MNQFGPSALINLSNFSSIKPEPASTPPQGSMANSTAVVKIPGTPGAGGRLSPENNQVLTKKKLQDLVREVDPNEQLDEDVEEMLLQIADDFIESVVTAACQLARHRKSSTLEVKDVQLHLERQWNMWIPGFGSEEIRPYKKACTTEAHKQRMALIRKTTKK. Result: 1 (interaction). (7) The miRNA is hsa-miR-4711-3p with sequence CGUGUCUUCUGGCUUGAU. The protein sequence of the target gene is MERGCWAPRALVLAVLLLLATLRARAATGYYPRFSPFFFLCTHHGELEGDGEQGEVLISLHIAGNPTYYVPGQEYHVTISTSTFFDGLLVTGLYTSTSIQSSQSIGGSSAFGFGIMSDHQFGNQFMCSVVASHVSHLPTTNLSFVWIAPPAGTGCVNFMATATHRGQVIFKDALAQQLCEQGAPTEATAYSHLAEIHSDSVILRDDFDSYQQLELNPNIWVECSNCEMGEQCGTIMHGNAVTFCEPYGPRELTTTCLNTTTASVLQFSIGSGSCRFSYSDPSITVSYAKNNTADWIQLEK.... Result: 0 (no interaction).